From a dataset of Full USPTO retrosynthesis dataset with 1.9M reactions from patents (1976-2016). Predict the reactants needed to synthesize the given product. Given the product [CH3:1][C:2]1[CH:3]=[C:4]([O:20][C:21]2[CH:22]=[N:23][C:24]([S:27]([CH3:30])(=[O:29])=[O:28])=[CH:25][CH:26]=2)[CH:5]=[C:6]2[C:10]=1[NH:9][C:8]([C:11]1[S:12][CH:13]([CH2:16][C:17]([NH2:33])=[O:18])[CH2:14][N:15]=1)=[CH:7]2, predict the reactants needed to synthesize it. The reactants are: [CH3:1][C:2]1[CH:3]=[C:4]([O:20][C:21]2[CH:22]=[N:23][C:24]([S:27]([CH3:30])(=[O:29])=[O:28])=[CH:25][CH:26]=2)[CH:5]=[C:6]2[C:10]=1[NH:9][C:8]([C:11]1[S:12][CH:13]([CH2:16][C:17](O)=[O:18])[CH2:14][N:15]=1)=[CH:7]2.[NH4+].O[N:33]1C2C=CC=CC=2N=N1.Cl.C(N=C=NCCCN(C)C)C.O.